Dataset: Tyrosyl-DNA phosphodiesterase HTS with 341,365 compounds. Task: Binary Classification. Given a drug SMILES string, predict its activity (active/inactive) in a high-throughput screening assay against a specified biological target. (1) The drug is Fc1cc2c(c(oc2cc1)C(=O)Nc1c(N2CCN(CC2)C)cccc1)C. The result is 0 (inactive). (2) The molecule is S(=O)(=O)(N1CCCCC1)c1cc(c(N2CCOCC2)cc1)C(=O)NCc1ccccc1. The result is 0 (inactive). (3) The drug is Clc1c(OCCCc2n(CC)c(SCC(=O)Nc3c(ccc(F)c3)C)nn2)ccc(Cl)c1. The result is 0 (inactive). (4) The result is 0 (inactive). The compound is Clc1cc(OCC(=O)Nc2noc(c2)C)ccc1F. (5) The result is 0 (inactive). The compound is S(CC(=O)N(c1c(n(Cc2ccccc2)c(=O)[nH]c1=O)N)CCOC)c1n(CCOC)c(=O)c2c(n1)cccc2. (6) The molecule is S(CCCn1c2c([nH]c1=O)cccc2)CC(=O)c1c(n(c(c1)C)C)C. The result is 0 (inactive). (7) The result is 0 (inactive). The compound is Clc1c(CN2C(CC(=O)NCc3c(cccc3)C)C(=O)NCC2)c(F)ccc1.